Dataset: Reaction yield outcomes from USPTO patents with 853,638 reactions. Task: Predict the reaction yield, written as a fraction of the theoretical maximum amount of product (1.0 means a 100% yield; for example, 0.34 means a 34% yield). (1) The reactants are [CH3:1][C:2]([CH3:16])([CH3:15])[CH2:3][CH2:4][C:5]([C:7]1[CH:14]=[CH:13][C:10]([C:11]#[N:12])=[CH:9][CH:8]=1)=[O:6].[CH2:17](O)[CH2:18][OH:19].O.C1(C)C=CC(S(O)(=O)=O)=CC=1. The catalyst is C1(C)C=CC=CC=1.CCOC(C)=O. The product is [CH3:1][C:2]([CH3:16])([CH3:15])[CH2:3][CH2:4][C:5]1([C:7]2[CH:8]=[CH:9][C:10]([C:11]#[N:12])=[CH:13][CH:14]=2)[O:19][CH2:18][CH2:17][O:6]1. The yield is 0.820. (2) The reactants are C1(C(C2C=CC=CC=2)[N:8]2[C:12]3=[N:13][CH:14]=[CH:15][CH:16]=[C:11]3[C:10]3([C:28]4[C:19](=[CH:20][C:21]5[O:26][CH2:25][CH2:24][O:23][C:22]=5[CH:27]=4)[O:18][CH2:17]3)[C:9]2=[O:29])C=CC=CC=1.C([SiH](CC)CC)C. The catalyst is FC(F)(F)C(O)=O. The product is [NH:8]1[C:12]2=[N:13][CH:14]=[CH:15][CH:16]=[C:11]2[C:10]2([C:28]3[C:19](=[CH:20][C:21]4[O:26][CH2:25][CH2:24][O:23][C:22]=4[CH:27]=3)[O:18][CH2:17]2)[C:9]1=[O:29]. The yield is 0.690. (3) The reactants are [C:1]1([CH2:7][C:8]([NH:10][C@@H:11]2[C:35](=[O:36])[N:13]3[C:14]([C:19]([O:21][CH:22]([C:29]4[CH:34]=[CH:33][CH:32]=[CH:31][CH:30]=4)[C:23]4[CH:28]=[CH:27][CH:26]=[CH:25][CH:24]=4)=[O:20])=[C:15]([OH:18])[CH2:16][S:17][C@H:12]23)=[O:9])[CH:6]=[CH:5][CH:4]=[CH:3][CH:2]=1.[CH3:37][S:38](Cl)(=[O:40])=[O:39].C(N(C(C)C)C(C)C)C.O. The catalyst is CC(C)=O. The product is [C:1]1([CH2:7][C:8]([NH:10][C@@H:11]2[C:35](=[O:36])[N:13]3[C:14]([C:19]([O:21][CH:22]([C:23]4[CH:24]=[CH:25][CH:26]=[CH:27][CH:28]=4)[C:29]4[CH:34]=[CH:33][CH:32]=[CH:31][CH:30]=4)=[O:20])=[C:15]([O:18][S:38]([CH3:37])(=[O:40])=[O:39])[CH2:16][S:17][C@H:12]23)=[O:9])[CH:6]=[CH:5][CH:4]=[CH:3][CH:2]=1. The yield is 0.900. (4) The reactants are [CH3:1][O:2][C:3]1[CH:4]=[C:5]2[C:10](=[CH:11][C:12]=1[O:13][CH3:14])[N:9]=C(SC)C=C2OC1C=CC(NC(C2(C(NC3C=CC(F)=CC=3)=O)CC2)=O)=CC=1F.CS[C:43]([S:54][CH3:55])=[C:44]1[C:49](=[O:50])[O:48][C:47]([CH3:52])([CH3:51])[O:46][C:45]1=[O:53]. The catalyst is CCO. The product is [CH3:14][O:13][C:12]1[CH:11]=[C:10]([NH:9][C:43]([S:54][CH3:55])=[C:44]2[C:49](=[O:50])[O:48][C:47]([CH3:52])([CH3:51])[O:46][C:45]2=[O:53])[CH:5]=[CH:4][C:3]=1[O:2][CH3:1]. The yield is 0.830.